This data is from Reaction yield outcomes from USPTO patents with 853,638 reactions. The task is: Predict the reaction yield, written as a fraction of the theoretical maximum amount of product (1.0 means a 100% yield; for example, 0.34 means a 34% yield). (1) The reactants are Br[C:2]1[CH:18]=[C:17]([CH3:19])[C:5]2[N:6]=[C:7]([NH:10][C:11]3[CH:16]=[CH:15][CH:14]=[CH:13][CH:12]=3)[N:8]=[N:9][C:4]=2[CH:3]=1.[CH3:20][C:21]1[CH:26]=[C:25]([CH3:27])[CH:24]=[C:23]([CH3:28])[C:22]=1B(O)O.C(=O)([O-])[O-].[K+].[K+].C1(P(C2C=CC=CC=2)C2C=CC=CC=2)C=CC=CC=1. The catalyst is CN(C)C(=O)C.C(O)C.O.[Pd].[Pd].C(=CC(C=CC1C=CC=CC=1)=O)C1C=CC=CC=1.C(=CC(C=CC1C=CC=CC=1)=O)C1C=CC=CC=1.C(=CC(C=CC1C=CC=CC=1)=O)C1C=CC=CC=1. The yield is 0.268. The product is [CH3:19][C:17]1[C:5]2[N:6]=[C:7]([NH:10][C:11]3[CH:16]=[CH:15][CH:14]=[CH:13][CH:12]=3)[N:8]=[N:9][C:4]=2[CH:3]=[C:2]([C:22]2[C:23]([CH3:28])=[CH:24][C:25]([CH3:27])=[CH:26][C:21]=2[CH3:20])[CH:18]=1. (2) The reactants are C(N(C(C)C)CC)(C)C.[C:10]([O:14][C:15](=[O:23])[NH:16][CH:17]1[CH2:22][CH2:21][NH:20][CH2:19][CH2:18]1)([CH3:13])([CH3:12])[CH3:11].[CH3:24][O:25][C:26](=[O:38])[C:27]1[CH:32]=[CH:31][C:30]([S:33](Cl)(=[O:35])=[O:34])=[CH:29][C:28]=1[F:37]. The catalyst is C(Cl)Cl. The product is [CH3:24][O:25][C:26](=[O:38])[C:27]1[CH:32]=[CH:31][C:30]([S:33]([N:20]2[CH2:21][CH2:22][CH:17]([NH:16][C:15]([O:14][C:10]([CH3:13])([CH3:11])[CH3:12])=[O:23])[CH2:18][CH2:19]2)(=[O:34])=[O:35])=[CH:29][C:28]=1[F:37]. The yield is 0.870. (3) The reactants are [CH2:1]([N:8]([CH2:14]OC)[CH2:9][Si](C)(C)C)[C:2]1[CH:7]=[CH:6][CH:5]=[CH:4][CH:3]=1.[Si:17]([O:24][CH2:25][C@@H:26]([CH3:30])/[CH:27]=[CH:28]/[CH3:29])([C:20]([CH3:23])([CH3:22])[CH3:21])([CH3:19])[CH3:18].FC(F)(F)[C:33](O)=[O:34].O.C(=O)(O)[O-:40].[Na+]. The catalyst is ClCCl. The product is [CH3:33][O:34][C:29]([CH:28]1[CH:27]([C@H:26]([CH3:30])[CH2:25][O:24][Si:17]([C:20]([CH3:21])([CH3:22])[CH3:23])([CH3:19])[CH3:18])[CH2:9][N:8]([CH2:1][C:2]2[CH:3]=[CH:4][CH:5]=[CH:6][CH:7]=2)[CH2:14]1)=[O:40]. The yield is 0.780. (4) The reactants are [N+:1]([C:4]1[CH:5]=[CH:6][C:7]([N:10]2[CH2:15][CH2:14][CH2:13][CH2:12][CH2:11]2)=[N:8][CH:9]=1)([O-])=O.[C:16](O[C:16]([O:18][C:19]([CH3:22])([CH3:21])[CH3:20])=[O:17])([O:18][C:19]([CH3:22])([CH3:21])[CH3:20])=[O:17]. The catalyst is C(O)C.O=[Pt]=O. The product is [N:10]1([C:7]2[N:8]=[CH:9][C:4]([NH:1][C:16](=[O:17])[O:18][C:19]([CH3:22])([CH3:21])[CH3:20])=[CH:5][CH:6]=2)[CH2:15][CH2:14][CH2:13][CH2:12][CH2:11]1. The yield is 0.570. (5) The reactants are [OH:1][CH2:2][CH2:3][O:4][C:5](=[O:17])[CH2:6][O:7][C:8]1[CH:13]=[CH:12][C:11]([N+:14]([O-:16])=[O:15])=[CH:10][CH:9]=1.[N+:18]([C:21]1[CH:32]=[CH:31][C:24]([O:25][CH:26]([CH3:30])[C:27](O)=[O:28])=[CH:23][CH:22]=1)([O-:20])=[O:19].C1(N=C=NC2CCCCC2)CCCCC1. The catalyst is ClCCl. The product is [N+:14]([C:11]1[CH:12]=[CH:13][C:8]([O:7][CH2:6][C:5]([O:4][CH2:3][CH2:2][O:1][C:27](=[O:28])[CH:26]([O:25][C:24]2[CH:23]=[CH:22][C:21]([N+:18]([O-:20])=[O:19])=[CH:32][CH:31]=2)[CH3:30])=[O:17])=[CH:9][CH:10]=1)([O-:16])=[O:15]. The yield is 0.290. (6) The reactants are [O:1]1[CH2:6][CH2:5][CH:4]([O:7][C:8]2[CH:9]=[CH:10][CH:11]=[C:12]3[C:17]=2[N:16]=[C:15]([NH:18][C@H:19]2[CH2:24][CH2:23][C@H:22]([NH2:25])[CH2:21][CH2:20]2)[N:14]=[CH:13]3)[CH2:3][CH2:2]1.Br[CH2:27][CH2:28][F:29].C([O-])([O-])=O.[K+].[K+].[Na+].[I-]. The catalyst is CN(C=O)C. The product is [F:29][CH2:28][CH2:27][NH:25][C@H:22]1[CH2:23][CH2:24][C@H:19]([NH:18][C:15]2[N:14]=[CH:13][C:12]3[C:17](=[C:8]([O:7][CH:4]4[CH2:3][CH2:2][O:1][CH2:6][CH2:5]4)[CH:9]=[CH:10][CH:11]=3)[N:16]=2)[CH2:20][CH2:21]1. The yield is 0.333. (7) The reactants are [C@@H:1]12[CH2:6][C@@H:5]1[CH2:4][C@H:3]([C:7](N)=[O:8])[NH:2]2.CC[O-:12].[Na+].CCO.[C:17]([O:21][C:22](O[C:22]([O:21][C:17]([CH3:20])([CH3:19])[CH3:18])=[O:23])=[O:23])([CH3:20])([CH3:19])[CH3:18].Cl. The catalyst is O.C(O)(C)C. The product is [C:17]([O:21][C:22]([N:2]1[C@H:3]([C:7]([OH:8])=[O:12])[CH2:4][C@@H:5]2[C@H:1]1[CH2:6]2)=[O:23])([CH3:20])([CH3:19])[CH3:18]. The yield is 0.790. (8) The reactants are [Cl:1][C:2]1[S:6][C:5]([C:7]([OH:9])=O)=[CH:4][C:3]=1[C:10]1[N:14]([CH3:15])[N:13]=[CH:12][C:11]=1[Cl:16].[NH2:17][C@@H:18]([CH2:31][C:32]1[CH:37]=[CH:36][CH:35]=[C:34]([C:38]([F:41])([F:40])[F:39])[CH:33]=1)[CH2:19][N:20]1[C:28](=[O:29])[C:27]2[C:22](=[CH:23][CH:24]=[CH:25][CH:26]=2)[C:21]1=[O:30].CC(OC(N[C@H](C(O)=O)CC1C=CC=CC=1C(F)(F)F)=O)(C)C.C1CN([P+](Br)(N2CCCC2)N2CCCC2)CC1.F[P-](F)(F)(F)(F)F.CCN(C(C)C)C(C)C. The catalyst is C(Cl)(Cl)Cl. The product is [Cl:1][C:2]1[S:6][C:5]([C:7]([NH:17][C@@H:18]([CH2:31][C:32]2[CH:37]=[CH:36][CH:35]=[C:34]([C:38]([F:41])([F:39])[F:40])[CH:33]=2)[CH2:19][N:20]2[C:21](=[O:30])[C:22]3[C:27](=[CH:26][CH:25]=[CH:24][CH:23]=3)[C:28]2=[O:29])=[O:9])=[CH:4][C:3]=1[C:10]1[N:14]([CH3:15])[N:13]=[CH:12][C:11]=1[Cl:16]. The yield is 0.560. (9) The reactants are [Cl-].[Al+3].[Cl-].[Cl-].[CH3:5][O:6][C:7]1[CH:8]=[C:9]([CH2:13][CH2:14][OH:15])[CH:10]=[CH:11][CH:12]=1.[C:16](Cl)(=[O:18])[CH3:17].Cl.[C:21](OCC)(=[O:23])[CH3:22]. The catalyst is C(Cl)Cl.CCCCCC. The product is [C:16]([C:10]1[CH:11]=[CH:12][C:7]([O:6][CH3:5])=[CH:8][C:9]=1[CH2:13][CH2:14][O:15][C:21](=[O:23])[CH3:22])(=[O:18])[CH3:17]. The yield is 0.770.